Dataset: Forward reaction prediction with 1.9M reactions from USPTO patents (1976-2016). Task: Predict the product of the given reaction. (1) Given the reactants [CH3:1][C:2]1([CH3:12])[CH:7]2[CH2:8][CH:3]1[CH2:4][CH:5]=[C:6]2[CH2:9][CH2:10][OH:11].[H-].[Na+].Cl[CH2:16][C:17]([OH:19])=[O:18].[OH-].[Na+], predict the reaction product. The product is: [CH3:1][C:2]1([CH3:12])[C@H:7]2[CH2:8][C@@H:3]1[CH2:4][CH:5]=[C:6]2[CH2:9][CH2:10][O:11][CH2:16][C:17]([OH:19])=[O:18]. (2) Given the reactants [C:1]([C:3]1[C:4]([N:16]2[CH2:19][CH:18]([C:20](O)=[O:21])[CH2:17]2)=[N:5][C:6]([O:14][CH3:15])=[C:7]([C:9]([O:11][CH2:12][CH3:13])=[O:10])[CH:8]=1)#[N:2].[F:23][C:24]1[CH:29]=[CH:28][C:27]([CH2:30][S:31]([NH2:34])(=[O:33])=[O:32])=[CH:26][CH:25]=1, predict the reaction product. The product is: [C:1]([C:3]1[C:4]([N:16]2[CH2:19][CH:18]([C:20](=[O:21])[NH:34][S:31]([CH2:30][C:27]3[CH:28]=[CH:29][C:24]([F:23])=[CH:25][CH:26]=3)(=[O:33])=[O:32])[CH2:17]2)=[N:5][C:6]([O:14][CH3:15])=[C:7]([CH:8]=1)[C:9]([O:11][CH2:12][CH3:13])=[O:10])#[N:2]. (3) Given the reactants [CH3:1][C:2]([CH3:19])([O:4][C:5](=[O:18])[NH:6][CH2:7][CH2:8][NH:9][C:10](=[O:17])[CH2:11][O:12][CH2:13][C:14]([OH:16])=O)[CH3:3].CCOC1N(C(OCC)=O)C2C(=CC=CC=2)C=C1.[CH3:38][N:39]1[C@@H:48]2[CH2:49][C:50]3[CH:55]=[CH:54][C:53]([OH:56])=[C:52]4[O:57][C@H:43]5[C@@H:44]([NH2:59])[CH2:45][CH2:46][C@:47]2([OH:58])[C@:42]5([C:51]=34)[CH2:41][CH2:40]1, predict the reaction product. The product is: [C:2]([O:4][C:5](=[O:18])[NH:6][CH2:7][CH2:8][NH:9][C:10](=[O:17])[CH2:11][O:12][CH2:13][C:14]([NH:59][C@H:44]1[CH2:45][CH2:46][C@:47]2([OH:58])[C@@:42]34[C:51]5[C:50](=[CH:55][CH:54]=[C:53]([OH:56])[C:52]=5[O:57][C@@H:43]13)[CH2:49][CH:48]2[N:39]([CH3:38])[CH2:40][CH2:41]4)=[O:16])([CH3:1])([CH3:3])[CH3:19]. (4) Given the reactants [C:1]1([S:7]([N:10]2[C:14]3[N:15]=[CH:16][N:17]=[C:18]([N:19]4[CH2:24][CH2:23][N:22]([C:25]([O:27][C:28]([CH3:31])([CH3:30])[CH3:29])=[O:26])[C@H:21]([CH3:32])[CH2:20]4)[C:13]=3[CH:12]=[C:11]2I)(=[O:9])=[O:8])[CH:6]=[CH:5][CH:4]=[CH:3][CH:2]=1.[F:34][C:35]1[CH:40]=[CH:39][C:38](B(O)O)=[CH:37][CH:36]=1.C(#N)C.C([O-])([O-])=O.[K+].[K+], predict the reaction product. The product is: [C:1]1([S:7]([N:10]2[C:14]3[N:15]=[CH:16][N:17]=[C:18]([N:19]4[CH2:24][CH2:23][N:22]([C:25]([O:27][C:28]([CH3:31])([CH3:30])[CH3:29])=[O:26])[C@H:21]([CH3:32])[CH2:20]4)[C:13]=3[CH:12]=[C:11]2[C:38]2[CH:39]=[CH:40][C:35]([F:34])=[CH:36][CH:37]=2)(=[O:9])=[O:8])[CH:6]=[CH:5][CH:4]=[CH:3][CH:2]=1. (5) Given the reactants [C:1]([NH:8][C@@H:9]([C:20]([OH:22])=O)[CH2:10][C:11]1[C:19]2[C:14](=[CH:15][CH:16]=[CH:17][CH:18]=2)[NH:13][CH:12]=1)([O:3][C:4]([CH3:7])([CH3:6])[CH3:5])=[O:2].C1C=C2[N:29]=NN(O)C2=CC=1.O.C(Cl)CCl.[NH4+].[OH-], predict the reaction product. The product is: [NH2:29][C:20](=[O:22])[C@H:9]([NH:8][C:1](=[O:2])[O:3][C:4]([CH3:5])([CH3:6])[CH3:7])[CH2:10][C:11]1[C:19]2[C:14](=[CH:15][CH:16]=[CH:17][CH:18]=2)[NH:13][CH:12]=1.